This data is from Forward reaction prediction with 1.9M reactions from USPTO patents (1976-2016). The task is: Predict the product of the given reaction. (1) The product is: [C:23]([O:27][C:28]([N:14]1[CH2:15][CH2:16][N:11]([C:7]2[CH:8]=[CH:9][CH:10]=[C:5]([N+:2]([O-:4])=[O:3])[CH:6]=2)[CH2:12][CH2:13]1)=[O:29])([CH3:26])([CH3:25])[CH3:24]. Given the reactants Cl.[N+:2]([C:5]1[CH:6]=[C:7]([N:11]2[CH2:16][CH2:15][NH:14][CH2:13][CH2:12]2)[CH:8]=[CH:9][CH:10]=1)([O-:4])=[O:3].C(=O)([O-])[O-].[K+].[K+].[C:23]([O:27][C:28](O[C:28]([O:27][C:23]([CH3:26])([CH3:25])[CH3:24])=[O:29])=[O:29])([CH3:26])([CH3:25])[CH3:24].O, predict the reaction product. (2) Given the reactants [NH:1]1[CH2:5][CH2:4][CH2:3][C:2]1=[O:6].[CH3:7][C:8]([Si:11](Cl)([CH3:13])[CH3:12])([CH3:10])[CH3:9].N1C=NCC=1.CN([CH:23]=[O:24])C, predict the reaction product. The product is: [Si:11]([O:24][CH2:23][C@@H:5]1[NH:1][C:2](=[O:6])[CH2:3][CH2:4]1)([C:8]([CH3:10])([CH3:9])[CH3:7])([CH3:13])[CH3:12]. (3) Given the reactants [CH3:1][O:2][C:3]1[CH:8]=[C:7]([CH:9]=[O:10])[CH:6]=[CH:5][C:4]=1[C:11]1[CH:16]=[CH:15][CH:14]=[C:13]([CH3:17])[CH:12]=1.[C:18]1([Mg]Br)[CH:23]=[CH:22][CH:21]=[CH:20][CH:19]=1, predict the reaction product. The product is: [CH3:1][O:2][C:3]1[CH:8]=[C:7]([CH:9]([C:18]2[CH:23]=[CH:22][CH:21]=[CH:20][CH:19]=2)[OH:10])[CH:6]=[CH:5][C:4]=1[C:11]1[CH:16]=[CH:15][CH:14]=[C:13]([CH3:17])[CH:12]=1. (4) Given the reactants [C:1]([C:3]1[CH:8]=[CH:7][C:6]([S:9]([C:11]2[CH:12]=[C:13]([C:29]([O:31]CC)=[O:30])[C:14](=[O:28])[N:15]([C:18]3[CH:23]=[CH:22][CH:21]=[C:20]([C:24]([F:27])([F:26])[F:25])[CH:19]=3)[C:16]=2[CH3:17])=[O:10])=[CH:5][CH:4]=1)#[N:2], predict the reaction product. The product is: [C:1]([C:3]1[CH:4]=[CH:5][C:6]([S:9]([C:11]2[CH:12]=[C:13]([C:29]([OH:31])=[O:30])[C:14](=[O:28])[N:15]([C:18]3[CH:23]=[CH:22][CH:21]=[C:20]([C:24]([F:25])([F:26])[F:27])[CH:19]=3)[C:16]=2[CH3:17])=[O:10])=[CH:7][CH:8]=1)#[N:2]. (5) Given the reactants [F:1][C:2]1[N:7]=[C:6]([N:8]2[CH2:13][CH2:12][N:11]([CH2:14][CH2:15][CH2:16][N:17]3C(=O)C4C(=CC=CC=4)C3=O)[CH2:10][CH2:9]2)[CH:5]=[CH:4][CH:3]=1.O.NN, predict the reaction product. The product is: [F:1][C:2]1[N:7]=[C:6]([N:8]2[CH2:13][CH2:12][N:11]([CH2:14][CH2:15][CH2:16][NH2:17])[CH2:10][CH2:9]2)[CH:5]=[CH:4][CH:3]=1. (6) Given the reactants [O:1]=[C:2]1[CH2:7][CH2:6][N:5]([C:8]([O:10][C:11]([CH3:14])([CH3:13])[CH3:12])=[O:9])[CH2:4][CH2:3]1.[Li+].CC([N-]C(C)C)C.[C:23](N1C=CN=C1)(=[O:25])[CH3:24], predict the reaction product. The product is: [C:23]([CH:7]1[C:2](=[O:1])[CH2:3][CH2:4][N:5]([C:8]([O:10][C:11]([CH3:14])([CH3:13])[CH3:12])=[O:9])[CH2:6]1)(=[O:25])[CH3:24].